From a dataset of Experimentally validated miRNA-target interactions with 360,000+ pairs, plus equal number of negative samples. Binary Classification. Given a miRNA mature sequence and a target amino acid sequence, predict their likelihood of interaction. (1) The miRNA is hsa-miR-144-5p with sequence GGAUAUCAUCAUAUACUGUAAG. The protein sequence of the target gene is MLAFAARTVVKPLGFLKPFSLMKASSRFKAHQDALPRLPVPPLQQSLDHYLKALQPIVSEEEWAHTKQLVDEFQASGGVGERLQKGLERRARKTENWLSEWWLKTAYLQYRQPVVIYSSPGVMLPKQDFVDLQGQLRFAAKLIEGVLDFKVMIDNETLPVEYLGGKPLCMNQYYQILSSCRVPGPKQDTVSNFSKTKKPPTHITVVHNYQFFELDVYHSDGTPLTADQIFVQLEKIWNSSLQTNKEPVGILTSNHRNSWAKAYNTLIKDKVNRDSVRSIQKSIFTVCLDATMPRVSEDVY.... Result: 0 (no interaction). (2) The miRNA is mmu-miR-149-5p with sequence UCUGGCUCCGUGUCUUCACUCCC. The protein sequence of the target gene is MRKHRHLPLVAVFCLFLSGFPTTHAQQQQADVKNGAAADIIFLVDSSWTIGEEHFQLVREFLYDVVKSLAVGENDFHFALVQFNGNPHTEFLLNTYRTKQEVLSHISNMSYIGGTNQTGKGLEYIMQSHLTKAAGSRAGDGVPQVIVVLTDGHSKDGLALPSAELKSADVNVFAIGVEDADEGALKEIASEPLNMHMFNLENFTSLHDIVGNLVSCVHSSVSPERAGDTETLKDITAQDSADIIFLIDGSNNTGSVNFAVILDFLVNLLEKLPIGTQQIRVGVVQFSDEPRTMFSLDTYS.... Result: 0 (no interaction). (3) The miRNA is hsa-miR-6893-5p with sequence CAGGCAGGUGUAGGGUGGAGC. The protein sequence of the target gene is MKMLLLLCLGLTLVCVHAEEASSTGRNFNVEKINGEWHTIILASDKREKIEEHGNFRLFLEQIHVLENSLVLKVHTVRDEECSELSMVADKTEKAGEYSVTYDGFNTFTIPKTDYDNFLMAHLINEKDGETFQLMGLYGREPDLSSDIKERFAQLCEEHGILRENIIDLSNANRCLQARE. Result: 0 (no interaction). (4) Result: 0 (no interaction). The miRNA is mmu-miR-133a-3p with sequence UUUGGUCCCCUUCAACCAGCUG. The protein sequence of the target gene is MKMMLVRRFRVLILMVFLVACALHIALDLLPRLERRGARPSGEPGCSCAQPAAEVAAPGWAQVRGRPGEPPAASSAAGDAGWPNKHTLRILQDFSSDPSSNLSSHSLEKLPPAAEPAERALRGRDPGALRPHDPAHRPLLRDPGPRRSESPPGPGGDASLLARLFEHPLYRVAVPPLTEEDVLFNVNSDTRLSPKAAENPDWPHAGAEGAEFLSPGEAAVDSYPNWLKFHIGINRYELYSRHNPAIEALLHDLSSQRITSVAMKSGGTQLKLIMTFQNYGQALFKPMKQTREQETPPDFF.... (5) The miRNA is hsa-miR-4768-3p with sequence CCAGGAGAUCCAGAGAGAAU. The protein sequence of the target gene is MKLLSLVAVVGCLLVPPAEANKSSEDIRCKCICPPYRNISGHIYNQNVSQKDCNCLHVVEPMPVPGHDVEAYCLLCECRYEERSTTTIKVIIVIYLSVVGALLLYMAFLMLVDPLIRKPDAYTEQLHNEEENEDARSMAAAAASLGGPRANTVLERVEGAQQRWKLQVQEQRKTVFDRHKMLS. Result: 1 (interaction). (6) Result: 0 (no interaction). The miRNA is hsa-miR-610 with sequence UGAGCUAAAUGUGUGCUGGGA. The protein sequence of the target gene is MSSQIRQNYSTDVEAAVNSLVNLYLQASYTYLSLGFYFDRDDVALEGVSHFFRELAEEKREGYERLLKMQNQRGGRALFQDIKKPAEDEWGKTPDAMKAAMALEKKLNQALLDLHALGSARTDPHLCDFLETHFLDEEVKLIKKMGDHLTNLHRLGGPEAGLGEYLFERLTLKHD.